Dataset: TCR-epitope binding with 47,182 pairs between 192 epitopes and 23,139 TCRs. Task: Binary Classification. Given a T-cell receptor sequence (or CDR3 region) and an epitope sequence, predict whether binding occurs between them. (1) The epitope is LEPLVDLPI. The TCR CDR3 sequence is CASGGQGSNEQFF. Result: 1 (the TCR binds to the epitope). (2) The epitope is EEHVQIHTI. The TCR CDR3 sequence is CSARITTGGDGYTF. Result: 0 (the TCR does not bind to the epitope). (3) Result: 1 (the TCR binds to the epitope). The epitope is SLVKPSFYV. The TCR CDR3 sequence is CATPATFQGHTEAFF. (4) The epitope is KLVALGINAV. The TCR CDR3 sequence is CATSAPSARTDTQYF. Result: 0 (the TCR does not bind to the epitope).